This data is from Forward reaction prediction with 1.9M reactions from USPTO patents (1976-2016). The task is: Predict the product of the given reaction. Given the reactants [C:1]1([CH3:12])[CH:6]=[CH:5][CH:4]=[CH:3][C:2]=1/[CH:7]=[CH:8]/[C:9](O)=O.[CH2:13]([O:20][C:21]1[CH:22]=[C:23]([CH2:29][CH2:30][NH2:31])[CH:24]=[CH:25][C:26]=1[O:27][CH3:28])[C:14]1[CH:19]=[CH:18][CH:17]=[CH:16][CH:15]=1.CN(C(ON1N=NC2C=CC=NC1=2)=[N+](C)C)C.F[P-](F)(F)(F)(F)F.[BH4-].[Na+], predict the reaction product. The product is: [CH2:13]([O:20][C:21]1[CH:22]=[C:23]2[C:24](=[CH:25][C:26]=1[O:27][CH3:28])[CH:9](/[CH:8]=[CH:7]/[C:2]1[CH:3]=[CH:4][CH:5]=[CH:6][C:1]=1[CH3:12])[NH:31][CH2:30][CH2:29]2)[C:14]1[CH:15]=[CH:16][CH:17]=[CH:18][CH:19]=1.